Dataset: Forward reaction prediction with 1.9M reactions from USPTO patents (1976-2016). Task: Predict the product of the given reaction. (1) Given the reactants [Cl:1][C:2]1[C:11]2[C:6](=[C:7]([S:14]([N:17]3[CH2:23][CH2:22][CH2:21][NH:20][CH2:19][CH2:18]3)(=[O:16])=[O:15])[C:8]([O:12][CH3:13])=[CH:9][CH:10]=2)[CH:5]=[CH:4][N:3]=1.Cl, predict the reaction product. The product is: [ClH:1].[Cl:1][C:2]1[C:11]2[C:6](=[C:7]([S:14]([N:17]3[CH2:23][CH2:22][CH2:21][NH:20][CH2:19][CH2:18]3)(=[O:16])=[O:15])[C:8]([O:12][CH3:13])=[CH:9][CH:10]=2)[CH:5]=[CH:4][N:3]=1. (2) Given the reactants [F:1][C:2]1[CH:3]=[C:4]([C:8]2[S:9][C:10]([N:13]([CH3:20])[C:14](=[O:19])[CH2:15][CH2:16][S:17][CH3:18])=[CH:11][N:12]=2)[CH:5]=[N:6][CH:7]=1.B1([O-])O[O:22]1.O.O.O.O.[Na+].C([O-])(O)=O.[Na+].ClCCCl, predict the reaction product. The product is: [F:1][C:2]1[CH:3]=[C:4]([C:8]2[S:9][C:10]([N:13]([CH3:20])[C:14](=[O:19])[CH2:15][CH2:16][S:17]([CH3:18])=[O:22])=[CH:11][N:12]=2)[CH:5]=[N:6][CH:7]=1. (3) Given the reactants [F:1][C:2]1[CH:7]=[CH:6][C:5]([F:8])=[CH:4][C:3]=1[C:9]1[C:18]([CH3:19])=[C:17]([N:20]2[C:28]3[C:23](=[CH:24][CH:25]=[C:26](I)[CH:27]=3)[C:22]([CH3:31])([CH3:30])[CH2:21]2)[C:16]2[C:11](=[CH:12][C:13]([F:32])=[CH:14][CH:15]=2)[N:10]=1.[NH:33]1[CH2:38][CH2:37][O:36][CH2:35][CH2:34]1.C1(P(C2CCCCC2)C2C=CC=CC=2C2C(C(C)C)=CC(C(C)C)=CC=2C(C)C)CCCCC1.CC([O-])(C)C.[Na+], predict the reaction product. The product is: [F:1][C:2]1[CH:7]=[CH:6][C:5]([F:8])=[CH:4][C:3]=1[C:9]1[C:18]([CH3:19])=[C:17]([N:20]2[C:28]3[C:23](=[CH:24][CH:25]=[C:26]([N:33]4[CH2:38][CH2:37][O:36][CH2:35][CH2:34]4)[CH:27]=3)[C:22]([CH3:31])([CH3:30])[CH2:21]2)[C:16]2[C:11](=[CH:12][C:13]([F:32])=[CH:14][CH:15]=2)[N:10]=1. (4) Given the reactants [CH2:1]([O:3][C:4]1[CH:5]=[C:6]([C:13]2[O:17][N:16]=[C:15]([C:18]3[CH:19]=[CH:20][CH:21]=[C:22]4[C:26]=3[NH:25][CH:24]=[C:23]4[CH2:27][CH2:28][C:29]([O:31]CC)=[O:30])[N:14]=2)[CH:7]=[CH:8][C:9]=1[O:10][CH2:11][CH3:12])[CH3:2].[OH-].[Na+], predict the reaction product. The product is: [CH2:1]([O:3][C:4]1[CH:5]=[C:6]([C:13]2[O:17][N:16]=[C:15]([C:18]3[CH:19]=[CH:20][CH:21]=[C:22]4[C:26]=3[NH:25][CH:24]=[C:23]4[CH2:27][CH2:28][C:29]([OH:31])=[O:30])[N:14]=2)[CH:7]=[CH:8][C:9]=1[O:10][CH2:11][CH3:12])[CH3:2]. (5) Given the reactants [N:1]1([C:7](=O)[CH2:8][C:9]#[N:10])[CH2:6][CH2:5][O:4][CH2:3][CH2:2]1.COC1C=CC(P2(SP(C3C=CC(OC)=CC=3)(=S)S2)=[S:21])=CC=1, predict the reaction product. The product is: [N:1]1([C:7](=[S:21])[CH2:8][C:9]#[N:10])[CH2:6][CH2:5][O:4][CH2:3][CH2:2]1. (6) Given the reactants [CH2:1]([O:8][C:9](=[O:52])[NH:10][C@@H:11]1[CH2:15][CH2:14][N:13]([C:16]2[N:24]=[C:23]3[C:19]([N:20]=[CH:21][N:22]3[C@@H:25]3[CH2:29][C@H:28]([NH:30][C:31](=[O:34])[CH2:32][CH3:33])[C@@H:27]([OH:35])[C@H:26]3[OH:36])=[C:18]([NH:37][CH2:38][CH:39]([C:46]3[CH:51]=[CH:50][CH:49]=[CH:48][CH:47]=3)[C:40]3[CH:45]=[CH:44][CH:43]=[CH:42][CH:41]=3)[N:17]=2)[CH2:12]1)[C:2]1[CH:7]=[CH:6][CH:5]=[CH:4][CH:3]=1.[C:53]1(C)[C:54](S(O)(=O)=O)=CC=C[CH:58]=1.[OH-].[NH4+], predict the reaction product. The product is: [CH2:1]([O:8][C:9](=[O:52])[NH:10][C@@H:11]1[CH2:15][CH2:14][N:13]([C:16]2[N:24]=[C:23]3[C:19]([N:20]=[CH:21][N:22]3[C@H:25]3[C@H:26]4[C@H:27]([O:35][C:53]([CH3:54])([CH3:58])[O:36]4)[C@@H:28]([NH:30][C:31](=[O:34])[CH2:32][CH3:33])[CH2:29]3)=[C:18]([NH:37][CH2:38][CH:39]([C:46]3[CH:47]=[CH:48][CH:49]=[CH:50][CH:51]=3)[C:40]3[CH:41]=[CH:42][CH:43]=[CH:44][CH:45]=3)[N:17]=2)[CH2:12]1)[C:2]1[CH:7]=[CH:6][CH:5]=[CH:4][CH:3]=1.